This data is from Reaction yield outcomes from USPTO patents with 853,638 reactions. The task is: Predict the reaction yield, written as a fraction of the theoretical maximum amount of product (1.0 means a 100% yield; for example, 0.34 means a 34% yield). (1) The reactants are [F:1][C:2]1[CH:3]=[C:4]([NH:9][C:10](=[O:22])[CH2:11][C:12]([NH:14][C:15]2[CH:20]=[CH:19][C:18]([F:21])=[CH:17][CH:16]=2)=[O:13])[CH:5]=[CH:6][C:7]=1[OH:8].[N:23]1[CH:28]=[CH:27][C:26](B(O)O)=[CH:25][CH:24]=1.N1C=CC=CC=1. The catalyst is C([O-])(=O)C.[Cu+2].C([O-])(=O)C.C(Cl)Cl. The product is [F:1][C:2]1[CH:3]=[C:4]([NH:9][C:10](=[O:22])[CH2:11][C:12]([NH:14][C:15]2[CH:20]=[CH:19][C:18]([F:21])=[CH:17][CH:16]=2)=[O:13])[CH:5]=[CH:6][C:7]=1[O:8][C:26]1[CH:27]=[CH:28][N:23]=[CH:24][CH:25]=1. The yield is 0.210. (2) The reactants are [CH3:1][O:2][C:3]1[CH:4]=[C:5]2[C:10](=[CH:11][C:12]=1[O:13][CH3:14])[N:9]=[CH:8][CH:7]=[C:6]2[O:15][C:16]1[C:22]([CH3:23])=[CH:21][C:19]([NH2:20])=[C:18]([CH3:24])[CH:17]=1.C1(C)C=CC=CC=1.C(N(CC)CC)C.Cl[C:40](Cl)([O:42][C:43](=[O:49])OC(Cl)(Cl)Cl)Cl.[CH3:51][C:52]1[CH:57]=[CH:56][C:55]([CH3:58])=[CH:54][C:53]=1[S:59][CH:60](C)[CH2:61]O. The catalyst is C(Cl)Cl. The product is [CH3:1][O:2][C:3]1[CH:4]=[C:5]2[C:10](=[CH:11][C:12]=1[O:13][CH3:14])[N:9]=[CH:8][CH:7]=[C:6]2[O:15][C:16]1[C:22]([CH3:23])=[CH:21][C:19]([NH:20][C:43](=[O:49])[O:42][CH2:40][CH2:61][CH2:60][S:59][C:53]2[CH:54]=[C:55]([CH3:58])[CH:56]=[CH:57][C:52]=2[CH3:51])=[C:18]([CH3:24])[CH:17]=1. The yield is 0.420. (3) The reactants are C([Si]([C:8]#[C:9][C:10]1[C:15]([CH2:16][C:17]([O:19][CH2:20][CH3:21])=[O:18])=[CH:14][N:13]=[CH:12][N:11]=1)(CC)CC)C.C(O)(=O)C.CCCC[N+](CCCC)(CCCC)CCCC.[F-].C([O-])(O)=O.[Na+]. The catalyst is C1COCC1.C(Cl)Cl. The product is [C:9]([C:10]1[C:15]([CH2:16][C:17]([O:19][CH2:20][CH3:21])=[O:18])=[CH:14][N:13]=[CH:12][N:11]=1)#[CH:8]. The yield is 0.540. (4) The product is [CH2:1]([C:8]1[N:27]=[C:11]2[N:12]=[C:13]([CH3:26])[C:14]([CH:17]([CH2:23][CH2:24][CH3:25])[C:18]([O:20][CH2:21][CH3:22])=[O:19])=[C:15]([Cl:39])[N:10]2[N:9]=1)[C:2]1[CH:7]=[CH:6][CH:5]=[CH:4][CH:3]=1. No catalyst specified. The reactants are [CH2:1]([C:8]1[N:27]=[C:11]2[N:12]=[C:13]([CH3:26])[C:14]([CH:17]([CH2:23][CH2:24][CH3:25])[C:18]([O:20][CH2:21][CH3:22])=[O:19])=[C:15](O)[N:10]2[N:9]=1)[C:2]1[CH:7]=[CH:6][CH:5]=[CH:4][CH:3]=1.CN(C)C1C=CC=CC=1.P(Cl)(Cl)([Cl:39])=O. The yield is 0.650. (5) The yield is 0.620. The reactants are N(C(OCC)=O)=NC(OCC)=O.[OH:13][C:14]1[C:15]([CH2:25][S:26]([C:29]2[CH:34]=[CH:33][CH:32]=[CH:31][CH:30]=2)(=[O:28])=[O:27])=[C:16]2[C:21](=[CH:22][CH:23]=1)[C:20](=[O:24])[CH2:19][CH2:18][CH2:17]2.[N:35]1([CH2:40][CH:41](O)[CH2:42][CH2:43][CH2:44][CH3:45])[CH:39]=[CH:38][N:37]=[CH:36]1.C1(P(C2C=CC=CC=2)C2C=CC=CC=2)C=CC=CC=1. The catalyst is O1CCCC1. The product is [N:35]1([CH2:40][CH:41]([O:13][C:14]2[C:15]([CH2:25][S:26]([C:29]3[CH:34]=[CH:33][CH:32]=[CH:31][CH:30]=3)(=[O:28])=[O:27])=[C:16]3[C:21](=[CH:22][CH:23]=2)[C:20](=[O:24])[CH2:19][CH2:18][CH2:17]3)[CH2:42][CH2:43][CH2:44][CH3:45])[CH:39]=[CH:38][N:37]=[CH:36]1.